This data is from Forward reaction prediction with 1.9M reactions from USPTO patents (1976-2016). The task is: Predict the product of the given reaction. Given the reactants Cl[C:2]1[N:7]=[CH:6][N:5]=[C:4]([O:8][CH:9]2[CH2:14][CH2:13][N:12]([C:15]([O:17][CH:18]([CH3:20])[CH3:19])=[O:16])[CH2:11][CH2:10]2)[C:3]=1[O:21][CH3:22].[Br:23][C:24]1[N:29]=[C:28]([CH3:30])[C:27]([NH2:31])=[C:26]([CH3:32])[CH:25]=1.C(N1CCN2CCN(CC(C)C)P1N(CC(C)C)CC2)C(C)C.O(C(C)(C)C)[Na], predict the reaction product. The product is: [Br:23][C:24]1[N:29]=[C:28]([CH3:30])[C:27]([NH:31][C:2]2[N:7]=[CH:6][N:5]=[C:4]([O:8][CH:9]3[CH2:14][CH2:13][N:12]([C:15]([O:17][CH:18]([CH3:20])[CH3:19])=[O:16])[CH2:11][CH2:10]3)[C:3]=2[O:21][CH3:22])=[C:26]([CH3:32])[CH:25]=1.